From a dataset of Forward reaction prediction with 1.9M reactions from USPTO patents (1976-2016). Predict the product of the given reaction. (1) Given the reactants [C:1]([O:5][C:6]([N:8]1[CH2:16][C:15]2[C:10](=[N:11][CH:12]=[C:13]([C:17](O)=[O:18])[CH:14]=2)[C@@H:9]1[CH2:20][CH3:21])=[O:7])([CH3:4])([CH3:3])[CH3:2].CN(C(ON1N=NC2C=CC=NC1=2)=[N+](C)C)C.F[P-](F)(F)(F)(F)F.C(N(CC)CC)C.[NH2:53][C@H:54]([C:57]1[CH:62]=[CH:61][C:60]([S:63]([CH2:66][CH3:67])(=[O:65])=[O:64])=[CH:59][CH:58]=1)[CH2:55][OH:56], predict the reaction product. The product is: [CH2:20]([C@H:9]1[C:10]2=[N:11][CH:12]=[C:13]([C:17](=[O:18])[NH:53][C@H:54]([C:57]3[CH:58]=[CH:59][C:60]([S:63]([CH2:66][CH3:67])(=[O:65])=[O:64])=[CH:61][CH:62]=3)[CH2:55][OH:56])[CH:14]=[C:15]2[CH2:16][N:8]1[C:6]([O:5][C:1]([CH3:2])([CH3:3])[CH3:4])=[O:7])[CH3:21]. (2) Given the reactants [Cl:1][C:2]1[N:7]=[C:6]([C:8]2[CH:13]=[CH:12][CH:11]=[C:10]([N+:14]([O-])=O)[CH:9]=2)[CH:5]=[CH:4][N:3]=1, predict the reaction product. The product is: [Cl:1][C:2]1[N:7]=[C:6]([C:8]2[CH:9]=[C:10]([NH2:14])[CH:11]=[CH:12][CH:13]=2)[CH:5]=[CH:4][N:3]=1. (3) Given the reactants [Br:1][C:2]1[CH:7]=[C:6]([O:8][CH3:9])[C:5]([OH:10])=[C:4]([O:11][CH3:12])[CH:3]=1.[OH-].[K+].Br[C:16](P(=O)(OCC)OCC)([F:18])[F:17], predict the reaction product. The product is: [Br:1][C:2]1[CH:3]=[C:4]([O:11][CH3:12])[C:5]([O:10][CH:16]([F:18])[F:17])=[C:6]([O:8][CH3:9])[CH:7]=1. (4) Given the reactants Br[CH2:2][C:3]([C:5]1[C:10]([CH3:11])=[CH:9][C:8]([O:12][C:13]2[CH:18]=[CH:17][C:16]([O:19][CH3:20])=[CH:15][N:14]=2)=[CH:7][C:6]=1[CH3:21])=O.[NH2:22][C:23]([NH2:25])=[S:24], predict the reaction product. The product is: [CH3:20][O:19][C:16]1[CH:17]=[CH:18][C:13]([O:12][C:8]2[CH:9]=[C:10]([CH3:11])[C:5]([C:3]3[N:22]=[C:23]([NH2:25])[S:24][CH:2]=3)=[C:6]([CH3:21])[CH:7]=2)=[N:14][CH:15]=1. (5) Given the reactants [Cl:1][C:2]1[CH:3]=[N+:4]([O-:27])[CH:5]=[C:6]([Cl:26])[C:7]=1[CH2:8][C@@H:9]([C:11]1[CH:16]=[CH:15][C:14]([O:17][CH:18]([F:20])[F:19])=[C:13]([O:21][CH2:22][CH:23]2[CH2:25][CH2:24]2)[CH:12]=1)[OH:10].[N+:28]([C:31]1[CH:46]=[CH:45][C:34]([C:35]([N:37]2[CH2:41][CH2:40][S:39][CH:38]2[C:42](O)=[O:43])=[O:36])=[CH:33][CH:32]=1)([O-:30])=[O:29].C(Cl)CCl, predict the reaction product. The product is: [Cl:1][C:2]1[CH:3]=[N+:4]([O-:27])[CH:5]=[C:6]([Cl:26])[C:7]=1[CH2:8][C@@H:9]([C:11]1[CH:16]=[CH:15][C:14]([O:17][CH:18]([F:20])[F:19])=[C:13]([O:21][CH2:22][CH:23]2[CH2:25][CH2:24]2)[CH:12]=1)[O:10][C:42]([CH:38]1[N:37]([C:35](=[O:36])[C:34]2[CH:33]=[CH:32][C:31]([N+:28]([O-:30])=[O:29])=[CH:46][CH:45]=2)[CH2:41][CH2:40][S:39]1)=[O:43]. (6) Given the reactants [O:1]1[C:5]2[CH:6]=[CH:7][CH:8]=[CH:9][C:4]=2[C:3]([C:10](=[O:18])[CH2:11][C:12]2[CH:17]=[CH:16][CH:15]=[CH:14][CH:13]=2)=[N:2]1.[Br-:19].[Br-].[Br-].C1([N+](C)(C)C)C=CC=CC=1.C1([N+](C)(C)C)C=CC=CC=1.C1([N+](C)(C)C)C=CC=CC=1, predict the reaction product. The product is: [O:1]1[C:5]2[CH:6]=[CH:7][CH:8]=[CH:9][C:4]=2[C:3]([C:10](=[O:18])[CH:11]([Br:19])[C:12]2[CH:17]=[CH:16][CH:15]=[CH:14][CH:13]=2)=[N:2]1. (7) The product is: [O:54]1[C@H:55]2[O:56][CH2:57][CH2:58][C@H:59]2[C@@H:52]([O:51][C:50]([NH:49][C@@H:33]([CH2:34][C:35]2[CH:36]=[CH:37][C:38]([O:41][CH2:42][C:43]3[N:44]=[C:45]([CH3:48])[S:46][CH:47]=3)=[CH:39][CH:40]=2)[C@H:32]([O:61][C:5](=[O:6])[CH2:4][O:3][CH2:2][C:1]([OH:7])=[O:8])[CH2:31][N:30]([S:27]([C:25]2[CH:24]=[CH:23][C:22]3[O:18][CH2:19][O:20][C:21]=3[CH:26]=2)(=[O:29])=[O:28])[CH2:62][CH:63]([CH3:64])[CH3:65])=[O:60])[CH2:53]1. Given the reactants [C:1]1(=[O:8])[O:7][C:5](=[O:6])[CH2:4][O:3][CH2:2]1.C(N(CC)C(C)C)(C)C.[O:18]1[C:22]2[CH:23]=[CH:24][C:25]([S:27]([N:30]([CH2:62][CH:63]([CH3:65])[CH3:64])[CH2:31][C@@H:32]([OH:61])[C@@H:33]([NH:49][C:50](=[O:60])[O:51][C@@H:52]3[C@H:59]4[C@H:55]([O:56][CH2:57][CH2:58]4)[O:54][CH2:53]3)[CH2:34][C:35]3[CH:40]=[CH:39][C:38]([O:41][CH2:42][C:43]4[N:44]=[C:45]([CH3:48])[S:46][CH:47]=4)=[CH:37][CH:36]=3)(=[O:29])=[O:28])=[CH:26][C:21]=2[O:20][CH2:19]1, predict the reaction product.